Dataset: Forward reaction prediction with 1.9M reactions from USPTO patents (1976-2016). Task: Predict the product of the given reaction. (1) Given the reactants Br[C:2]1[CH:3]=[CH:4][C:5]2=[C:6]([CH:29]=1)[N:7]=[C:8]([NH:21][C:22](=[O:28])[O:23][C:24]([CH3:27])([CH3:26])[CH3:25])[CH2:9][C:10]([C:12](=[O:20])[N:13]([CH2:17][CH2:18][CH3:19])[CH2:14][CH2:15][CH3:16])=[CH:11]2.[OH:30][C@@H:31]1[C@@H:35]([OH:36])[CH2:34][N:33]([C:37]([C:39]2[CH:44]=[CH:43][C:42](B3OC(C)(C)C(C)(C)O3)=[CH:41][CH:40]=2)=[O:38])[CH2:32]1, predict the reaction product. The product is: [OH:36][C@@H:35]1[C@@H:31]([OH:30])[CH2:32][N:33]([C:37]([C:39]2[CH:40]=[CH:41][C:42]([C:2]3[CH:3]=[CH:4][C:5]4=[C:6]([CH:29]=3)[N:7]=[C:8]([NH:21][C:22](=[O:28])[O:23][C:24]([CH3:25])([CH3:26])[CH3:27])[CH2:9][C:10]([C:12](=[O:20])[N:13]([CH2:14][CH2:15][CH3:16])[CH2:17][CH2:18][CH3:19])=[CH:11]4)=[CH:43][CH:44]=2)=[O:38])[CH2:34]1. (2) Given the reactants C[C:2]1([CH3:20])[CH2:15][N:14]2[C:5](=NC3C([C:13]2=O)=CC=C(C(O)=O)C=3)[CH2:4][CH2:3]1.[OH:21][NH:22][C:23](=[NH:30])C1C=CC=CN=1.CC[N:33]=C=NCCCN(C)C.C1C=CC2N(O)N=NC=2C=1, predict the reaction product. The product is: [CH2:4]1[CH:3]2[CH:2]([C:20]3[O:21][N:22]=[C:23]([NH2:30])[N:33]=3)[CH2:15][N:14]([CH2:13]2)[CH2:5]1. (3) The product is: [CH:50]1([O:49][CH:47]2[CH:46]([NH:58][C:59]([CH:61]3[CH2:65][CH2:64][CH2:63][N:62]3[C:66](=[O:80])[CH:67]([NH:69][C:70](=[O:79])[C:71]3[CH:76]=[CH:75][C:74]([NH2:77])=[C:73]([Cl:78])[CH:72]=3)[CH3:68])=[O:60])[CH2:45][C:44](=[O:43])[O:48]2)[CH2:51][CH2:52][CH2:53][CH2:54]1. Given the reactants C(OC(=O)NC1CC(=O)OC1OC1CCCC1)C=C.NC1C=CC(C(NC(C)C(N2CCCC2C(O)=O)=O)=O)=CC=1Cl.[O:43]=[C:44]1[O:48][CH:47]([O:49][CH2:50][CH2:51][C:52]2C=CC=[CH:54][CH:53]=2)[CH:46]([NH:58][C:59]([CH:61]2[CH2:65][CH2:64][CH2:63][N:62]2[C:66](=[O:80])[CH:67]([NH:69][C:70](=[O:79])[C:71]2[CH:76]=[CH:75][C:74]([NH2:77])=[C:73]([Cl:78])[CH:72]=2)[CH3:68])=[O:60])[CH2:45]1, predict the reaction product. (4) Given the reactants [I:1][C:2]1[C:10]2[C:5](=[N:6][C:7]([CH3:11])=[CH:8][CH:9]=2)[NH:4][N:3]=1.Br[CH2:13][CH2:14][CH2:15][NH:16][C:17](=[O:20])[O:18][CH3:19], predict the reaction product. The product is: [CH3:19][O:18][C:17](=[O:20])[NH:16][CH2:15][CH2:14][CH2:13][N:4]1[C:5]2=[N:6][C:7]([CH3:11])=[CH:8][CH:9]=[C:10]2[C:2]([I:1])=[N:3]1. (5) Given the reactants [N:1]12[CH2:8][CH2:7][CH:4]([CH2:5][CH2:6]1)[C@@H:3]([O:9][C:10](N1C=CN=C1)=[O:11])[CH2:2]2.[Cl:17][C:18]1[CH:23]=[CH:22][CH:21]=[CH:20][C:19]=1[CH:24]([C:26]1[CH:31]=[CH:30][CH:29]=[CH:28][C:27]=1[Cl:32])[OH:25], predict the reaction product. The product is: [Cl:17][C:18]1[CH:23]=[CH:22][CH:21]=[CH:20][C:19]=1[CH:24]([O:25][C:10](=[O:11])[O:9][C@@H:3]1[CH:4]2[CH2:5][CH2:6][N:1]([CH2:8][CH2:7]2)[CH2:2]1)[C:26]1[CH:31]=[CH:30][CH:29]=[CH:28][C:27]=1[Cl:32].